Regression. Given two drug SMILES strings and cell line genomic features, predict the synergy score measuring deviation from expected non-interaction effect. From a dataset of NCI-60 drug combinations with 297,098 pairs across 59 cell lines. (1) Drug 1: CC1CCC2CC(C(=CC=CC=CC(CC(C(=O)C(C(C(=CC(C(=O)CC(OC(=O)C3CCCCN3C(=O)C(=O)C1(O2)O)C(C)CC4CCC(C(C4)OC)OCCO)C)C)O)OC)C)C)C)OC. Cell line: M14. Drug 2: CC1=C(N=C(N=C1N)C(CC(=O)N)NCC(C(=O)N)N)C(=O)NC(C(C2=CN=CN2)OC3C(C(C(C(O3)CO)O)O)OC4C(C(C(C(O4)CO)O)OC(=O)N)O)C(=O)NC(C)C(C(C)C(=O)NC(C(C)O)C(=O)NCCC5=NC(=CS5)C6=NC(=CS6)C(=O)NCCC[S+](C)C)O. Synergy scores: CSS=27.5, Synergy_ZIP=-8.22, Synergy_Bliss=-1.76, Synergy_Loewe=1.22, Synergy_HSA=1.44. (2) Drug 1: CS(=O)(=O)C1=CC(=C(C=C1)C(=O)NC2=CC(=C(C=C2)Cl)C3=CC=CC=N3)Cl. Drug 2: CC1=C(C(=O)C2=C(C1=O)N3CC4C(C3(C2COC(=O)N)OC)N4)N. Cell line: SK-MEL-2. Synergy scores: CSS=24.5, Synergy_ZIP=-13.0, Synergy_Bliss=-13.7, Synergy_Loewe=-74.5, Synergy_HSA=-17.3. (3) Drug 1: CCN(CC)CCNC(=O)C1=C(NC(=C1C)C=C2C3=C(C=CC(=C3)F)NC2=O)C. Drug 2: COCCOC1=C(C=C2C(=C1)C(=NC=N2)NC3=CC=CC(=C3)C#C)OCCOC.Cl. Cell line: EKVX. Synergy scores: CSS=7.88, Synergy_ZIP=2.15, Synergy_Bliss=8.61, Synergy_Loewe=-1.26, Synergy_HSA=1.83. (4) Drug 1: C1CC(C1)(C(=O)O)C(=O)O.[NH2-].[NH2-].[Pt+2]. Drug 2: CC1CCC2CC(C(=CC=CC=CC(CC(C(=O)C(C(C(=CC(C(=O)CC(OC(=O)C3CCCCN3C(=O)C(=O)C1(O2)O)C(C)CC4CCC(C(C4)OC)OP(=O)(C)C)C)C)O)OC)C)C)C)OC. Cell line: T-47D. Synergy scores: CSS=26.5, Synergy_ZIP=-3.95, Synergy_Bliss=-0.957, Synergy_Loewe=-0.437, Synergy_HSA=1.21. (5) Drug 1: CC12CCC3C(C1CCC2O)C(CC4=C3C=CC(=C4)O)CCCCCCCCCS(=O)CCCC(C(F)(F)F)(F)F. Drug 2: CC(C)NC(=O)C1=CC=C(C=C1)CNNC.Cl. Cell line: HS 578T. Synergy scores: CSS=1.44, Synergy_ZIP=4.07, Synergy_Bliss=4.24, Synergy_Loewe=1.79, Synergy_HSA=0.289. (6) Drug 1: CC1C(C(CC(O1)OC2CC(CC3=C2C(=C4C(=C3O)C(=O)C5=C(C4=O)C(=CC=C5)OC)O)(C(=O)CO)O)N)O.Cl. Drug 2: C1=CC(=C2C(=C1NCCNCCO)C(=O)C3=C(C=CC(=C3C2=O)O)O)NCCNCCO. Cell line: CAKI-1. Synergy scores: CSS=33.8, Synergy_ZIP=-0.576, Synergy_Bliss=0.700, Synergy_Loewe=-10.3, Synergy_HSA=2.14. (7) Drug 1: CC1=CC2C(CCC3(C2CCC3(C(=O)C)OC(=O)C)C)C4(C1=CC(=O)CC4)C. Drug 2: CN(CC1=CN=C2C(=N1)C(=NC(=N2)N)N)C3=CC=C(C=C3)C(=O)NC(CCC(=O)O)C(=O)O. Cell line: NCIH23. Synergy scores: CSS=14.6, Synergy_ZIP=-2.83, Synergy_Bliss=1.87, Synergy_Loewe=-14.7, Synergy_HSA=0.107. (8) Drug 1: CC1=C2C(C(=O)C3(C(CC4C(C3C(C(C2(C)C)(CC1OC(=O)C(C(C5=CC=CC=C5)NC(=O)C6=CC=CC=C6)O)O)OC(=O)C7=CC=CC=C7)(CO4)OC(=O)C)O)C)OC(=O)C. Drug 2: CC12CCC3C(C1CCC2OP(=O)(O)O)CCC4=C3C=CC(=C4)OC(=O)N(CCCl)CCCl.[Na+]. Cell line: MDA-MB-435. Synergy scores: CSS=94.9, Synergy_ZIP=21.4, Synergy_Bliss=19.9, Synergy_Loewe=21.1, Synergy_HSA=24.2. (9) Drug 1: CC1CCC2CC(C(=CC=CC=CC(CC(C(=O)C(C(C(=CC(C(=O)CC(OC(=O)C3CCCCN3C(=O)C(=O)C1(O2)O)C(C)CC4CCC(C(C4)OC)O)C)C)O)OC)C)C)C)OC. Drug 2: C1=NC(=NC(=O)N1C2C(C(C(O2)CO)O)O)N. Cell line: KM12. Synergy scores: CSS=16.4, Synergy_ZIP=0.313, Synergy_Bliss=2.62, Synergy_Loewe=1.35, Synergy_HSA=4.38.